Task: Predict the reactants needed to synthesize the given product.. Dataset: Full USPTO retrosynthesis dataset with 1.9M reactions from patents (1976-2016) (1) Given the product [Cl:28][C:29]1[CH:30]=[C:31]([C@@H:39]([CH2:49][CH:50]2[CH2:51][CH2:52][CH2:53][CH2:54]2)[C:40]([NH:42][C:43]2[CH:47]=[CH:46][N:45]([CH2:48][C@H:25]([OH:26])[CH2:24][OH:65])[N:44]=2)=[O:41])[CH:32]=[CH:33][C:34]=1[S:35]([CH3:38])(=[O:37])=[O:36], predict the reactants needed to synthesize it. The reactants are: C1(P(C2C=CC=CC=2)C2C=CC=CC=2)C=CC=CC=1.BrN1[C:25](=[O:26])[CH2:24]CC1=O.[Cl:28][C:29]1[CH:30]=[C:31]([C@@H:39]([CH2:49][CH:50]2[CH2:54][CH2:53][CH2:52][CH2:51]2)[C:40]([NH:42][C:43]2[CH:47]=[CH:46][N:45]([CH3:48])[N:44]=2)=[O:41])[CH:32]=[CH:33][C:34]=1[S:35]([CH3:38])(=[O:37])=[O:36].N1C(C)=CC=CC=1C.C(OCC)(=[O:65])C. (2) The reactants are: [CH3:1][S:2]([C:5]1[CH:10]=[CH:9][C:8]([N:11]2[CH2:16][CH2:15][NH:14][CH2:13][CH2:12]2)=[CH:7][CH:6]=1)(=[O:4])=[O:3].[I:17][C:18]1[CH:26]=[CH:25][C:24]([S:27]([CH3:30])(=[O:29])=[O:28])=[CH:23][C:19]=1[C:20](O)=[O:21]. Given the product [I:17][C:18]1[CH:26]=[CH:25][C:24]([S:27]([CH3:30])(=[O:28])=[O:29])=[CH:23][C:19]=1[C:20]([N:14]1[CH2:15][CH2:16][N:11]([C:8]2[CH:7]=[CH:6][C:5]([S:2]([CH3:1])(=[O:3])=[O:4])=[CH:10][CH:9]=2)[CH2:12][CH2:13]1)=[O:21], predict the reactants needed to synthesize it.